From a dataset of NCI-60 drug combinations with 297,098 pairs across 59 cell lines. Regression. Given two drug SMILES strings and cell line genomic features, predict the synergy score measuring deviation from expected non-interaction effect. (1) Drug 1: C1=NC2=C(N=C(N=C2N1C3C(C(C(O3)CO)O)F)Cl)N. Drug 2: COC1=C2C(=CC3=C1OC=C3)C=CC(=O)O2. Cell line: HT29. Synergy scores: CSS=0.573, Synergy_ZIP=-2.73, Synergy_Bliss=-6.88, Synergy_Loewe=-3.98, Synergy_HSA=-5.36. (2) Drug 1: CC1=C(C(=O)C2=C(C1=O)N3CC4C(C3(C2COC(=O)N)OC)N4)N. Drug 2: CC1C(C(CC(O1)OC2CC(CC3=C2C(=C4C(=C3O)C(=O)C5=CC=CC=C5C4=O)O)(C(=O)C)O)N)O. Cell line: M14. Synergy scores: CSS=44.4, Synergy_ZIP=-5.40, Synergy_Bliss=-0.0816, Synergy_Loewe=-14.8, Synergy_HSA=1.22. (3) Drug 1: C1CN1C2=NC(=NC(=N2)N3CC3)N4CC4. Drug 2: C(CN)CNCCSP(=O)(O)O. Cell line: NCI-H226. Synergy scores: CSS=8.02, Synergy_ZIP=-4.07, Synergy_Bliss=-2.20, Synergy_Loewe=-14.7, Synergy_HSA=-2.28. (4) Drug 1: CCC1(CC2CC(C3=C(CCN(C2)C1)C4=CC=CC=C4N3)(C5=C(C=C6C(=C5)C78CCN9C7C(C=CC9)(C(C(C8N6C=O)(C(=O)OC)O)OC(=O)C)CC)OC)C(=O)OC)O.OS(=O)(=O)O. Drug 2: CN(CCCl)CCCl.Cl. Cell line: TK-10. Synergy scores: CSS=11.1, Synergy_ZIP=-6.80, Synergy_Bliss=-3.69, Synergy_Loewe=-0.732, Synergy_HSA=-1.42.